Task: Predict the reactants needed to synthesize the given product.. Dataset: Full USPTO retrosynthesis dataset with 1.9M reactions from patents (1976-2016) (1) The reactants are: [Cl:1][C:2]1[CH:14]=[CH:13][C:5]([CH2:6][NH:7][C:8]([CH:10]2[CH2:12][CH2:11]2)=[O:9])=[CH:4][C:3]=1[N:15]1[C:19](=[O:20])[NH:18][C:17]([C:21]2[CH:26]=[CH:25][C:24](I)=[CH:23][C:22]=2[F:28])=[N:16]1.[Cl:29][C:30]1[CH:35]=[CH:34][C:33]([Cl:36])=[CH:32][C:31]=1[C:37]#[CH:38].CCCC[N+](CCCC)(CCCC)CCCC.[F-]. Given the product [Cl:1][C:2]1[CH:14]=[CH:13][C:5]([CH2:6][NH:7][C:8]([CH:10]2[CH2:12][CH2:11]2)=[O:9])=[CH:4][C:3]=1[N:15]1[C:19](=[O:20])[NH:18][C:17]([C:21]2[CH:26]=[CH:25][C:24]([C:38]#[C:37][C:31]3[CH:32]=[C:33]([Cl:36])[CH:34]=[CH:35][C:30]=3[Cl:29])=[CH:23][C:22]=2[F:28])=[N:16]1, predict the reactants needed to synthesize it. (2) Given the product [Cl:27][C:24]1[CH:25]=[CH:26][C:21]([C@@:9]23[O:20][C@@:6]([CH:39]([OH:41])[CH3:40])([CH2:7][O:8]2)[C@@H:5]([OH:4])[C@H:11]([OH:46])[C@H:10]3[OH:16])=[CH:22][C:23]=1[CH:28]([C:30]1[CH:35]=[CH:34][C:33]([O:36][CH2:37][CH3:38])=[CH:32][CH:31]=1)[OH:29], predict the reactants needed to synthesize it. The reactants are: C([O:4][C@H:5]1[C@H:11](CC([O-])=O)[C@@H:10]([O:16]C(=O)C)[C@:9]2([C:21]3[CH:26]=[CH:25][C:24]([Cl:27])=[C:23]([CH:28]([C:30]4[CH:35]=[CH:34][C:33]([O:36][CH2:37][CH3:38])=[CH:32][CH:31]=4)[OH:29])[CH:22]=3)[O:20][C@@:6]1([CH:39]([O:41]C(=O)C)[CH3:40])[CH2:7][O:8]2)(=O)C.C(=O)([O-])[O-:46].[K+].[K+]. (3) Given the product [NH3:7].[NH2:7][C:8]1[C:13]([C:14]2[C:19]3[S:20][C:21]([C:23]4[CH:28]=[CH:27][N:26]=[C:25]([NH:29][CH2:30][CH2:31][N:32]5[CH2:36][CH2:35][NH:34][C:33]5=[O:37])[N:24]=4)=[CH:22][C:18]=3[CH:17]=[CH:16][CH:15]=2)=[CH:12][C:11]([F:38])=[N:10][CH:9]=1, predict the reactants needed to synthesize it. The reactants are: C(OC(=O)[NH:7][C:8]1[CH:9]=[N:10][C:11]([F:38])=[CH:12][C:13]=1[C:14]1[C:19]2[S:20][C:21]([C:23]3[CH:28]=[CH:27][N:26]=[C:25]([NH:29][CH2:30][CH2:31][N:32]4[CH2:36][CH2:35][NH:34][C:33]4=[O:37])[N:24]=3)=[CH:22][C:18]=2[CH:17]=[CH:16][CH:15]=1)(C)(C)C. (4) The reactants are: [OH-].[Na+].C[O:4][C:5](=[O:36])[CH2:6][O:7][C:8]1[CH:13]=[CH:12][C:11]([Cl:14])=[CH:10][C:9]=1[C:15](=[O:35])[C:16]1[CH:21]=[C:20]([Cl:22])[CH:19]=[CH:18][C:17]=1[O:23][CH2:24][C:25]([O:27]CC1C=CC=CC=1)=[O:26]. Given the product [C:5]([CH2:6][O:7][C:8]1[CH:13]=[CH:12][C:11]([Cl:14])=[CH:10][C:9]=1[C:15]([C:16]1[CH:21]=[C:20]([Cl:22])[CH:19]=[CH:18][C:17]=1[O:23][CH2:24][C:25]([OH:27])=[O:26])=[O:35])([OH:36])=[O:4], predict the reactants needed to synthesize it.